This data is from HIV replication inhibition screening data with 41,000+ compounds from the AIDS Antiviral Screen. The task is: Binary Classification. Given a drug SMILES string, predict its activity (active/inactive) in a high-throughput screening assay against a specified biological target. (1) The drug is CC1(C(=O)O)CCCC2(C)C3=CC(=O)CCC3=CCC12. The result is 0 (inactive). (2) The compound is COC(=O)C1C2CC(=NO)C1C2. The result is 0 (inactive). (3) The drug is N=c1[nH]c(=O)n(C2OC(CO)CC2F)cc1Cl. The result is 0 (inactive). (4) The drug is Cc1ccccc1-n1c(=O)sc2c(=O)n(-c3ccccc3)c(=S)[nH]c21. The result is 0 (inactive).